From a dataset of Full USPTO retrosynthesis dataset with 1.9M reactions from patents (1976-2016). Predict the reactants needed to synthesize the given product. Given the product [NH2:2][C:1]1[C:3]2[S:7][C:6]([C:8]([O:10][CH3:11])=[O:9])=[CH:5][C:4]=2[NH:12][N:15]=1, predict the reactants needed to synthesize it. The reactants are: [C:1]([C:3]1[S:7][C:6]([C:8]([O:10][CH3:11])=[O:9])=[CH:5][C:4]=1[N+:12]([O-])=O)#[N:2].[N:15]([O-])=O.[Na+].[Sn](Cl)(Cl)(Cl)Cl.